Dataset: CYP2D6 inhibition data for predicting drug metabolism from PubChem BioAssay. Task: Regression/Classification. Given a drug SMILES string, predict its absorption, distribution, metabolism, or excretion properties. Task type varies by dataset: regression for continuous measurements (e.g., permeability, clearance, half-life) or binary classification for categorical outcomes (e.g., BBB penetration, CYP inhibition). Dataset: cyp2d6_veith. (1) The drug is COc1ccc([N+](=O)[O-])cc1N(CC(O)CN(CC(C)C)CC(C)C)S(=O)(=O)c1ccccc1. The result is 1 (inhibitor). (2) The drug is COc1ccccc1NC(=O)C(C/C=C(\C)Cl)C(C)=O. The result is 0 (non-inhibitor). (3) The result is 0 (non-inhibitor). The molecule is COc1ccc(-n2nnnc2-c2cn(C)nc2C(F)(F)F)cc1. (4) The molecule is NS(=O)(=O)c1ccc(NS(=O)(=O)c2ccc(NC(=O)c3ccc(-c4ccccc4)cc3)cc2)cc1. The result is 0 (non-inhibitor). (5) The molecule is Cc1n[nH]c(C)c1S(=O)(=O)N1CCOCC1. The result is 0 (non-inhibitor). (6) The molecule is COC(=O)C/C=C\[C@@H](C)[C@@H](/C=N\OCC[C@H]1C=C[C@H](OC(C)=O)[C@@H](COC(C)=O)O1)NS(=O)(=O)c1ccc(C)cc1. The result is 0 (non-inhibitor). (7) The molecule is Cc1cccc(NC(=O)C23CCC(C)(C2Br)C3(C)C)c1. The result is 0 (non-inhibitor).